This data is from Reaction yield outcomes from USPTO patents with 853,638 reactions. The task is: Predict the reaction yield, written as a fraction of the theoretical maximum amount of product (1.0 means a 100% yield; for example, 0.34 means a 34% yield). (1) The reactants are [NH:1]1[CH:5]=[CH:4][N:3]=[N:2]1.[C:6](Cl)([O:8][CH2:9][C:10]1[CH:15]=[CH:14][CH:13]=[CH:12][CH:11]=1)=[O:7].[CH3:17]CN(C(C)C)C(C)C.CCOCC. The catalyst is C(Cl)Cl. The product is [CH2:9]([O:8][C:6](=[O:7])[CH2:17][N:1]1[CH:5]=[CH:4][N:3]=[N:2]1)[C:10]1[CH:15]=[CH:14][CH:13]=[CH:12][CH:11]=1. The yield is 0.320. (2) No catalyst specified. The reactants are [CH3:1][O:2][C:3]1[N:8]=[CH:7][C:6]([N:9]2[C:13]([C:14]3[CH:19]=[CH:18][CH:17]=[CH:16][N:15]=3)=[CH:12][C:11]([C:20]([OH:22])=O)=[N:10]2)=[CH:5][CH:4]=1.[O:23]1[CH2:27][CH2:26][CH2:25][CH:24]1[CH2:28][NH2:29]. The yield is 0.840. The product is [O:23]1[CH2:27][CH2:26][CH2:25][CH:24]1[CH2:28][NH:29][C:20]([C:11]1[CH:12]=[C:13]([C:14]2[CH:19]=[CH:18][CH:17]=[CH:16][N:15]=2)[N:9]([C:6]2[CH:7]=[N:8][C:3]([O:2][CH3:1])=[CH:4][CH:5]=2)[N:10]=1)=[O:22]. (3) The reactants are [Cl:1][C:2]1[CH:3]=[C:4]([CH:16]=[CH:17][C:18]=1[Cl:19])[CH2:5][O:6][C:7]1[CH:12]=[CH:11][C:10]([C:13](=[O:15])[CH3:14])=[CH:9][CH:8]=1.C1CNC(=O)C1.[Br:26][Br-]Br. The catalyst is CO.C(Cl)Cl. The product is [Br:26][CH2:14][C:13]([C:10]1[CH:9]=[CH:8][C:7]([O:6][CH2:5][C:4]2[CH:16]=[CH:17][C:18]([Cl:19])=[C:2]([Cl:1])[CH:3]=2)=[CH:12][CH:11]=1)=[O:15]. The yield is 1.00. (4) The reactants are [CH2:1]([O:8][N:9]1[C:15](=[O:16])[N:14]2[CH2:17][C@H:10]1[CH2:11][CH2:12][C@H:13]2[C:18]([OH:20])=O)[C:2]1[CH:7]=[CH:6][CH:5]=[CH:4][CH:3]=1.[F:21][C:22]1([F:30])[CH2:25][CH:24]([C:26]([NH:28][NH2:29])=[O:27])[CH2:23]1.ON1C2C=CC=CC=2N=N1.Cl.C(N=C=NCCCN(C)C)C. The catalyst is ClCCl.CN(C)C1C=CN=CC=1. The product is [CH2:1]([O:8][N:9]1[C:15](=[O:16])[N:14]2[CH2:17][C@H:10]1[CH2:11][CH2:12][C@H:13]2[C:18]([NH:29][NH:28][C:26]([CH:24]1[CH2:25][C:22]([F:30])([F:21])[CH2:23]1)=[O:27])=[O:20])[C:2]1[CH:3]=[CH:4][CH:5]=[CH:6][CH:7]=1. The yield is 0.870. (5) The reactants are Br[C:2]1[N:3]=[C:4]([C:7]2[CH:12]=[CH:11][C:10]([O:13][CH3:14])=[CH:9][CH:8]=2)[S:5][CH:6]=1.[CH3:15][O:16][C:17]1[CH:22]=[CH:21][C:20](B(O)O)=[CH:19][CH:18]=1. The yield is 0.650. The catalyst is CCCCCC.C(OCC)(=O)C. The product is [CH3:15][O:16][C:17]1[CH:18]=[C:19]([C:2]2[N:3]=[C:4]([C:7]3[CH:12]=[CH:11][C:10]([O:13][CH3:14])=[CH:9][CH:8]=3)[S:5][CH:6]=2)[CH:20]=[CH:21][CH:22]=1. (6) The reactants are [CH:1]([O:4][S:5]([CH2:8][CH3:9])(=[O:7])=[O:6])([CH3:3])[CH3:2].C([Li])CCC.[P:15](Cl)([O:20][CH2:21][CH3:22])([O:17][CH2:18][CH3:19])=[O:16].Cl. The catalyst is O1CCCC1. The product is [CH:1]([O:4][S:5]([CH:8]([P:15]([O:20][CH2:21][CH3:22])([O:17][CH2:18][CH3:19])=[O:16])[CH3:9])(=[O:7])=[O:6])([CH3:3])[CH3:2]. The yield is 0.580. (7) The reactants are [Cl:1][C:2]1[CH:7]=[C:6]([F:8])[CH:5]=[CH:4][C:3]=1[C:9]1[NH:13][C:12]2[C:14]([OH:21])=[CH:15][CH:16]=[C:17]([C:18]([OH:20])=[O:19])[C:11]=2[N:10]=1.OS(O)(=O)=O.[CH3:27]O. No catalyst specified. The product is [CH3:27][O:19][C:18]([C:17]1[C:11]2[N:10]=[C:9]([C:3]3[CH:4]=[CH:5][C:6]([F:8])=[CH:7][C:2]=3[Cl:1])[NH:13][C:12]=2[C:14]([OH:21])=[CH:15][CH:16]=1)=[O:20]. The yield is 0.670.